This data is from Clinical trial toxicity outcomes and FDA approval status for drugs. The task is: Regression/Classification. Given a drug SMILES string, predict its toxicity properties. Task type varies by dataset: regression for continuous values (e.g., LD50, hERG inhibition percentage) or binary classification for toxic/non-toxic outcomes (e.g., AMES mutagenicity, cardiotoxicity, hepatotoxicity). Dataset: clintox. (1) The compound is O=C1CN(/N=C/c2ccc(-c3ccc([N+](=O)[O-])cc3)o2)C(=O)N1. The result is 0 (passed clinical trial). (2) The compound is C[C@H]1[C@H](NC(=O)/C(=N\OC(C)(C)C(=O)[O-])c2csc(N)n2)C(=O)N1S(=O)(=O)[O-]. The result is 0 (passed clinical trial). (3) The compound is C[NH+](C)CC/C=C1/c2ccccc2Sc2ccc(Cl)cc21. The result is 0 (passed clinical trial). (4) The drug is C/C(=N\O)[C@@H](C)[NH2+]CC(C)(C)C[NH2+][C@H](C)/C(C)=N/O. The result is 0 (passed clinical trial). (5) The compound is C[NH+]1CCC(=C2c3ccccc3CC(=O)c3sccc32)CC1. The result is 0 (passed clinical trial). (6) The compound is NS(=O)(=O)c1cc2c(cc1Cl)NC(C1CC3C=CC1C3)NS2(=O)=O. The result is 0 (passed clinical trial).